Dataset: Reaction yield outcomes from USPTO patents with 853,638 reactions. Task: Predict the reaction yield, written as a fraction of the theoretical maximum amount of product (1.0 means a 100% yield; for example, 0.34 means a 34% yield). (1) The reactants are [CH3:1][O:2][C:3]1[CH:4]=[C:5]2[C:10](=[CH:11][C:12]=1[O:13][CH3:14])[N:9]=[CH:8][CH:7]=[C:6]2[O:15][C:16]1[CH:21]=[CH:20][C:19]([NH2:22])=[CH:18][C:17]=1[F:23].[OH:24][C@H:25]([CH3:43])[CH2:26][N:27]1[C:31]([CH3:32])=[C:30]([C:33](O)=[O:34])[C:29](=[O:36])[N:28]1[C:37]1[CH:42]=[CH:41][CH:40]=[CH:39][CH:38]=1.CN(C(ON1N=NC2C=CC=NC1=2)=[N+](C)C)C.F[P-](F)(F)(F)(F)F. The catalyst is C(Cl)Cl. The product is [CH3:1][O:2][C:3]1[CH:4]=[C:5]2[C:10](=[CH:11][C:12]=1[O:13][CH3:14])[N:9]=[CH:8][CH:7]=[C:6]2[O:15][C:16]1[CH:21]=[CH:20][C:19]([NH:22][C:33]([C:30]2[C:29](=[O:36])[N:28]([C:37]3[CH:42]=[CH:41][CH:40]=[CH:39][CH:38]=3)[N:27]([CH2:26][C@H:25]([OH:24])[CH3:43])[C:31]=2[CH3:32])=[O:34])=[CH:18][C:17]=1[F:23]. The yield is 0.852. (2) The reactants are C(OC([N:8]1[CH2:13][CH2:12][N:11]([C:14]2[N:15]=[N:16][C:17]([C:25]([F:28])([F:27])[F:26])=[C:18]([C:20]3[CH:24]=[CH:23][S:22][CH:21]=3)[CH:19]=2)[CH2:10][CH2:9]1)=O)(C)(C)C.C(OC(N1CCN(C2N=NC(C(F)(F)F)=C(C3C=CC(F)=CC=3)C=2)CC1)=O)(C)(C)C. The catalyst is CO. The product is [N:11]1([C:14]2[N:15]=[N:16][C:17]([C:25]([F:27])([F:26])[F:28])=[C:18]([C:20]3[CH:24]=[CH:23][S:22][CH:21]=3)[CH:19]=2)[CH2:10][CH2:9][NH:8][CH2:13][CH2:12]1. The yield is 0.870. (3) The reactants are O[C:2]([CH3:16])([CH3:15])[C:3]#[C:4][C:5]([C:7]1[CH:12]=[CH:11][C:10]([O:13][CH3:14])=[CH:9][CH:8]=1)=[O:6].CC[OH:19]. No catalyst specified. The product is [CH3:14][O:13][C:10]1[CH:11]=[CH:12][C:7]([C:5]2[O:6][C:2]([CH3:16])([CH3:15])[C:3](=[O:19])[CH:4]=2)=[CH:8][CH:9]=1. The yield is 0.920. (4) The reactants are C[O:2][C:3]([C:5]1[CH:10]=[C:9]([Br:11])[C:8](=[O:12])[N:7]([CH3:13])[C:6]=1[NH:14][C:15]1[CH:20]=[CH:19][C:18]([Br:21])=[CH:17][C:16]=1[F:22])=[O:4].COC(C1C=CC(=O)N(C)C=1NC1C=CC(Br)=CC=1F)=O.BrN1C(=O)CCC1=O. The catalyst is CN(C=O)C. The product is [Br:11][C:9]1[C:8](=[O:12])[N:7]([CH3:13])[C:6]([NH:14][C:15]2[CH:20]=[CH:19][C:18]([Br:21])=[CH:17][C:16]=2[F:22])=[C:5]([C:3]([OH:4])=[O:2])[CH:10]=1. The yield is 0.850. (5) The reactants are [C:1]([O:5][C:6](=[O:36])[N:7]([CH2:16][C:17]1[CH:18]=[N:19][C:20]([CH3:35])=[C:21]([O:25][CH2:26][C:27]2[CH:32]=[CH:31][CH:30]=[C:29]([C:33]#[N:34])[CH:28]=2)[C:22]=1[CH2:23]O)[C:8]1[CH:13]=[CH:12][C:11]([C:14]#[N:15])=[CH:10][CH:9]=1)([CH3:4])([CH3:3])[CH3:2].COCCN(S(F)(F)[F:47])CCOC.C(=O)(O)[O-].[Na+]. The catalyst is ClCCl. The product is [C:1]([O:5][C:6](=[O:36])[N:7]([CH2:16][C:17]1[CH:18]=[N:19][C:20]([CH3:35])=[C:21]([O:25][CH2:26][C:27]2[CH:32]=[CH:31][CH:30]=[C:29]([C:33]#[N:34])[CH:28]=2)[C:22]=1[CH2:23][F:47])[C:8]1[CH:13]=[CH:12][C:11]([C:14]#[N:15])=[CH:10][CH:9]=1)([CH3:4])([CH3:3])[CH3:2]. The yield is 0.800. (6) The reactants are [CH3:1][C:2]([N+:14]([O-:16])=[O:15])([CH3:13])[CH2:3][CH2:4][CH:5]=[C:6]1[NH:10][C:9](=[O:11])[NH:8][C:7]1=[O:12].[OH-].[Na+].[H][H]. The catalyst is [C].[Pd].CO. The product is [CH3:13][C:2]([N+:14]([O-:16])=[O:15])([CH3:1])[CH2:3][CH2:4][CH2:5][CH:6]1[NH:10][C:9](=[O:11])[NH:8][C:7]1=[O:12]. The yield is 0.729. (7) The reactants are [CH3:1][C:2]1([CH3:33])[CH2:8][C:7](=O)[CH2:6][CH2:5][C:4]([CH3:11])([CH3:10])[P:3]1[C:12]1[CH:17]=[CH:16][CH:15]=[CH:14][C:13]=1[C:18]1[C:23]([CH:24]([CH3:26])[CH3:25])=[CH:22][C:21]([CH:27]([CH3:29])[CH3:28])=[CH:20][C:19]=1[CH:30]([CH3:32])[CH3:31].C(O)COCCO.O.NN.[OH-].[K+]. The product is [CH3:33][C:2]1([CH3:1])[CH2:8][CH2:7][CH2:6][CH2:5][C:4]([CH3:10])([CH3:11])[P:3]1[C:12]1[CH:17]=[CH:16][CH:15]=[CH:14][C:13]=1[C:18]1[C:19]([CH:30]([CH3:31])[CH3:32])=[CH:20][C:21]([CH:27]([CH3:29])[CH3:28])=[CH:22][C:23]=1[CH:24]([CH3:26])[CH3:25]. The catalyst is CCCCCCC.C(OCC)(=O)C. The yield is 0.790.